Dataset: Catalyst prediction with 721,799 reactions and 888 catalyst types from USPTO. Task: Predict which catalyst facilitates the given reaction. (1) The catalyst class is: 12. Reactant: C([O:3][C:4]([C:6]1[C:15](=[O:16])[C:14]2[C:9](=[CH:10][CH:11]=[C:12]([CH2:17][CH2:18][CH2:19][NH2:20])[CH:13]=2)[N:8]([CH2:21][CH3:22])[CH:7]=1)=[O:5])C.[OH-].[Na+:24].C(=O)=O. Product: [Na+:24].[NH2:20][CH2:19][CH2:18][CH2:17][C:12]1[CH:13]=[C:14]2[C:9](=[CH:10][CH:11]=1)[N:8]([CH2:21][CH3:22])[CH:7]=[C:6]([C:4]([O-:5])=[O:3])[C:15]2=[O:16]. (2) Reactant: Br[CH2:2][C:3]([C:5]1[CH:10]=[CH:9][C:8]([O:11][CH2:12][CH2:13][CH2:14][CH2:15][CH2:16][CH2:17][CH3:18])=[CH:7][CH:6]=1)=O.[Br:19][C:20]1[CH:28]=[CH:27][C:23]([C:24](=[S:26])[NH2:25])=[CH:22][CH:21]=1.C(O)(C)C. Product: [Br:19][C:20]1[CH:28]=[CH:27][C:23]([C:24]2[S:26][CH:2]=[C:3]([C:5]3[CH:10]=[CH:9][C:8]([O:11][CH2:12][CH2:13][CH2:14][CH2:15][CH2:16][CH2:17][CH3:18])=[CH:7][CH:6]=3)[N:25]=2)=[CH:22][CH:21]=1. The catalyst class is: 14. (3) The catalyst class is: 1. Product: [Cl:1][C:2]1[CH:7]=[C:6]([B:18]([OH:23])[OH:19])[C:5]([O:9][CH3:10])=[CH:4][C:3]=1[C:11]1[CH:16]=[CH:15][CH:14]=[C:13]([F:17])[CH:12]=1. Reactant: [Cl:1][C:2]1[CH:7]=[C:6](I)[C:5]([O:9][CH3:10])=[CH:4][C:3]=1[C:11]1[CH:16]=[CH:15][CH:14]=[C:13]([F:17])[CH:12]=1.[B:18](OC(C)C)([O:23]C(C)C)[O:19]C(C)C.C([Li])CCC.[OH-].[Na+]. (4) Reactant: I[C:2]1[CH:3]=[C:4]2[C:9](=[CH:10][CH:11]=1)[N:8]1[CH:12]=[CH:13][N:14]=[C:7]1[CH:6]=[CH:5]2.[F:15][C:16]1[CH:17]=[C:18]([C:23]2([C:29]#[N:30])[CH2:28][CH2:27][O:26][CH2:25][CH2:24]2)[CH:19]=[C:20]([SH:22])[CH:21]=1.CCN(C(C)C)C(C)C.C1(P(C2C=CC=CC=2)C2C3OC4C(=CC=CC=4P(C4C=CC=CC=4)C4C=CC=CC=4)C(C)(C)C=3C=CC=2)C=CC=CC=1. Product: [F:15][C:16]1[CH:17]=[C:18]([C:23]2([C:29]#[N:30])[CH2:24][CH2:25][O:26][CH2:27][CH2:28]2)[CH:19]=[C:20]([S:22][C:2]2[CH:3]=[C:4]3[C:9](=[CH:10][CH:11]=2)[N:8]2[CH:12]=[CH:13][N:14]=[C:7]2[CH:6]=[CH:5]3)[CH:21]=1. The catalyst class is: 62. (5) Reactant: [C:1]([SiH2:5][O:6][C:7]([CH3:17])([CH3:16])[C:8]1[N:13]=[C:12]([CH:14]=[O:15])[CH:11]=[CH:10][CH:9]=1)([CH3:4])([CH3:3])[CH3:2].[CH2:18]([Mg]Cl)[CH3:19]. Product: [C:1]([SiH2:5][O:6][C:7]([CH3:17])([CH3:16])[C:8]1[N:13]=[C:12]([CH:14]([OH:15])[CH2:18][CH3:19])[CH:11]=[CH:10][CH:9]=1)([CH3:4])([CH3:2])[CH3:3]. The catalyst class is: 1. (6) Reactant: [Cl:1][C:2]1[CH:7]=[CH:6][N:5]=[C:4]2[C:8]([C:18](=[O:27])[NH:19][C@H:20]3[CH2:25][CH2:24][O:23][CH2:22][C@@H:21]3[OH:26])=[CH:9][N:10](C(OC(C)(C)C)=O)[C:3]=12.Cl. Product: [Cl:1][C:2]1[CH:7]=[CH:6][N:5]=[C:4]2[C:8]([C:18]([NH:19][C@H:20]3[CH2:25][CH2:24][O:23][CH2:22][C@@H:21]3[OH:26])=[O:27])=[CH:9][NH:10][C:3]=12. The catalyst class is: 5. (7) Reactant: [CH3:1][O:2][C:3]1[CH:15]=[CH:14][C:6]2[S:7][CH:8]=[C:9]([S:10](Cl)(=[O:12])=[O:11])[C:5]=2[CH:4]=1.[NH3:16]. Product: [CH3:1][O:2][C:3]1[CH:15]=[CH:14][C:6]2[S:7][CH:8]=[C:9]([S:10]([NH2:16])(=[O:12])=[O:11])[C:5]=2[CH:4]=1. The catalyst class is: 1.